This data is from Full USPTO retrosynthesis dataset with 1.9M reactions from patents (1976-2016). The task is: Predict the reactants needed to synthesize the given product. (1) Given the product [OH:5][CH2:4][CH2:3][N:2]([CH3:1])[C:14](=[O:15])[O:16][C:17]([CH3:18])([CH3:19])[CH3:20], predict the reactants needed to synthesize it. The reactants are: [CH3:1][NH:2][CH2:3][CH2:4][OH:5].[CH3:18][C:17]([O:16][C:14](O[C:14]([O:16][C:17]([CH3:20])([CH3:19])[CH3:18])=[O:15])=[O:15])([CH3:20])[CH3:19]. (2) Given the product [Cl:9][C:10]1[CH:15]=[C:14]([O:8][CH2:3][C:4]#[C:5][CH2:6][CH3:7])[N:13]=[CH:12][N:11]=1, predict the reactants needed to synthesize it. The reactants are: [H-].[Na+].[CH2:3]([OH:8])[C:4]#[C:5][CH2:6][CH3:7].[Cl:9][C:10]1[CH:15]=[C:14](Cl)[N:13]=[CH:12][N:11]=1.[Cl-].[NH4+]. (3) Given the product [CH:28]([N:30]([CH2:39][C@@H:40]([CH2:44][CH2:45][CH2:46][CH3:47])[C:41]([N:12]1[C@H:13]([C:16]([OH:18])=[O:17])[CH2:14][CH2:15][N:11]1[C:9]([O:8][CH2:7][C:1]1[CH:6]=[CH:5][CH:4]=[CH:3][CH:2]=1)=[O:10])=[O:42])[O:31][CH2:32][C:33]1[CH:34]=[CH:35][CH:36]=[CH:37][CH:38]=1)=[O:29], predict the reactants needed to synthesize it. The reactants are: [C:1]1([CH2:7][O:8][C:9]([N:11]2[CH2:15][CH2:14][CH:13]([C:16]([OH:18])=[O:17])[NH:12]2)=[O:10])[CH:6]=[CH:5][CH:4]=[CH:3][CH:2]=1.CCN(C(C)C)C(C)C.[CH:28]([N:30]([CH2:39][C@@H:40]([CH2:44][CH2:45][CH2:46][CH3:47])[C:41](F)=[O:42])[O:31][CH2:32][C:33]1[CH:38]=[CH:37][CH:36]=[CH:35][CH:34]=1)=[O:29].